Dataset: Catalyst prediction with 721,799 reactions and 888 catalyst types from USPTO. Task: Predict which catalyst facilitates the given reaction. Reactant: C(N(C(C)C)C(C)C)C.[C:10]([OH:16])(=O)[C:11]([CH3:14])([CH3:13])[CH3:12].[NH2:17][C:18]1[C:19]([C:24]([NH:26][NH2:27])=O)=[N:20][CH:21]=[CH:22][N:23]=1.CC1C=CC(S(Cl)(=O)=O)=CC=1. Product: [C:11]([C:10]1[O:16][C:24]([C:19]2[C:18]([NH2:17])=[N:23][CH:22]=[CH:21][N:20]=2)=[N:26][N:27]=1)([CH3:14])([CH3:13])[CH3:12]. The catalyst class is: 10.